Dataset: Reaction yield outcomes from USPTO patents with 853,638 reactions. Task: Predict the reaction yield, written as a fraction of the theoretical maximum amount of product (1.0 means a 100% yield; for example, 0.34 means a 34% yield). (1) The reactants are [O:1]1CCO[CH:2]1[C:6]1[CH:11]=[CH:10][CH:9]=[C:8]([O:12][CH2:13][CH3:14])[C:7]=1[B:15]([O:20]C(C)C)[O:16]C(C)C.Cl.[OH-].[Na+]. The catalyst is C1COCC1. The product is [CH2:13]([O:12][C:8]1[CH:9]=[CH:10][CH:11]=[C:6]([CH:2]=[O:1])[C:7]=1[B:15]([OH:20])[OH:16])[CH3:14]. The yield is 0.830. (2) The reactants are [F:1][C:2]1[CH:7]=[C:6]([F:8])[CH:5]=[CH:4][C:3]=1[OH:9].CCN(C(C)C)C(C)C.[CH2:19](Br)[O:20][CH3:21]. The catalyst is C(Cl)Cl. The product is [F:1][C:2]1[CH:7]=[C:6]([F:8])[CH:5]=[CH:4][C:3]=1[O:9][CH2:19][O:20][CH3:21]. The yield is 0.880. (3) The reactants are [F:1][C:2]([F:26])([F:25])[C:3]1[CH:20]=[C:19]([C:21]([F:24])([F:23])[F:22])[CH:18]=[CH:17][C:4]=1[CH2:5][O:6][C:7]1[CH:14]=[CH:13][C:10]([CH:11]=O)=[CH:9][C:8]=1[O:15][CH3:16].[S:27]1[CH2:31][C:30](=[O:32])[NH:29][C:28]1=[O:33].N1CCCCC1. The catalyst is C(O)C. The product is [F:1][C:2]([F:25])([F:26])[C:3]1[CH:20]=[C:19]([C:21]([F:24])([F:23])[F:22])[CH:18]=[CH:17][C:4]=1[CH2:5][O:6][C:7]1[CH:14]=[CH:13][C:10](/[CH:11]=[C:31]2/[C:30](=[O:32])[NH:29][C:28](=[O:33])[S:27]/2)=[CH:9][C:8]=1[O:15][CH3:16]. The yield is 0.800. (4) The product is [NH:15]1[C:23]2[C:18](=[CH:19][CH:20]=[CH:21][CH:22]=2)[CH2:17][CH2:16]1. The reactants are FC(F)(F)C(O)=O.C([SiH](CC)CC)C.[NH:15]1[C:23]2[C:18](=[CH:19][CH:20]=[CH:21][CH:22]=2)[CH:17]=[CH:16]1.CC(=O)OCC. The catalyst is ClCCl. The yield is 0.670. (5) The reactants are [NH2:1][C:2]1[CH:3]=[C:4]([NH:9][C:10](=[O:22])[C:11]2[CH:16]=[CH:15][CH:14]=[C:13]([C:17]([C:20]#[N:21])([CH3:19])[CH3:18])[CH:12]=2)[CH:5]=[CH:6][C:7]=1[CH3:8].Br[C:24]1[CH:25]=[C:26]2[C:31](=[CH:32][CH:33]=1)[N:30]=[CH:29][N:28]([CH2:34][CH2:35][O:36][Si](C(C)(C)C)(C)C)[C:27]2=[O:44].CC(C)([O-])C.[Na+].C1C=CC(P(C2C(C3C(P(C4C=CC=CC=4)C4C=CC=CC=4)=CC=C4C=3C=CC=C4)=C3C(C=CC=C3)=CC=2)C2C=CC=CC=2)=CC=1. The catalyst is C1(C)C=CC=CC=1.C1C=CC(/C=C/C(/C=C/C2C=CC=CC=2)=O)=CC=1.C1C=CC(/C=C/C(/C=C/C2C=CC=CC=2)=O)=CC=1.C1C=CC(/C=C/C(/C=C/C2C=CC=CC=2)=O)=CC=1.[Pd].[Pd]. The product is [C:20]([C:17]([C:13]1[CH:12]=[C:11]([CH:16]=[CH:15][CH:14]=1)[C:10]([NH:9][C:4]1[CH:5]=[CH:6][C:7]([CH3:8])=[C:2]([NH:1][C:24]2[CH:25]=[C:26]3[C:31](=[CH:32][CH:33]=2)[N:30]=[CH:29][N:28]([CH2:34][CH2:35][OH:36])[C:27]3=[O:44])[CH:3]=1)=[O:22])([CH3:19])[CH3:18])#[N:21]. The yield is 0.590. (6) The reactants are Cl.Cl.[NH2:3][CH2:4][C@@:5]1([OH:13])[CH:10]2[CH2:11][CH2:12][N:7]([CH2:8][CH2:9]2)[CH2:6]1.C([O-])([O-])=O.[Cs+].[Cs+].[Br:20][C:21]1[CH:30]=[C:29]2[C:24]([CH:25]=[C:26]([N:31]=[C:32]=S)[N:27]=[CH:28]2)=[CH:23][CH:22]=1.C(N=C=NC(C)C)(C)C. The catalyst is CN(C)C=O. The product is [Br:20][C:21]1[CH:30]=[C:29]2[C:24]([CH:25]=[C:26]([NH:31][C:32]3[O:13][C@:5]4([CH2:4][N:3]=3)[CH:10]3[CH2:9][CH2:8][N:7]([CH2:12][CH2:11]3)[CH2:6]4)[N:27]=[CH:28]2)=[CH:23][CH:22]=1. The yield is 0.170.